This data is from Full USPTO retrosynthesis dataset with 1.9M reactions from patents (1976-2016). The task is: Predict the reactants needed to synthesize the given product. (1) Given the product [NH:2]([C:5]1[CH:10]=[C:9]([N:11]2[CH2:16][CH2:15][CH2:14][CH2:13][CH2:12]2)[N:8]=[CH:7][N:6]=1)[NH2:3], predict the reactants needed to synthesize it. The reactants are: O.[NH2:2][NH2:3].Cl[C:5]1[CH:10]=[C:9]([N:11]2[CH2:16][CH2:15][CH2:14][CH2:13][CH2:12]2)[N:8]=[CH:7][N:6]=1. (2) Given the product [CH3:1][O:2][C:3]1[C:11]2[O:10][CH:9]=[C:8]([CH2:12][CH2:13][N:33]3[CH2:34][CH:36]=[C:39]([C:23]4[C:24]5[C:29](=[CH:28][CH:27]=[CH:26][CH:25]=5)[NH:21][CH:22]=4)[CH2:38][CH2:37]3)[C:7]=2[CH:6]=[CH:5][CH:4]=1, predict the reactants needed to synthesize it. The reactants are: [CH3:1][O:2][C:3]1[C:11]2[O:10][CH:9]=[C:8]([CH2:12][CH2:13]I)[C:7]=2[CH:6]=[CH:5][CH:4]=1.N1CC=C([N:21]2[C:29]3[C:24](=[CH:25][CH:26]=[CH:27][CH:28]=3)[CH:23]=[CH:22]2)CC1.C([N:33]([CH2:37][CH3:38])[CH:34]([CH3:36])C)(C)C.[CH3:39]S(C)=O. (3) Given the product [CH2:1]([O:3][C:4]([C@@H:6]1[CH2:10][C@H:9]([O:11][S:28]([CH3:27])(=[O:30])=[O:29])[CH2:8][C@H:7]1[C:12]([N:14]1[CH2:15][CH2:16][O:17][CH2:18][CH2:19]1)=[O:13])=[O:5])[CH3:2], predict the reactants needed to synthesize it. The reactants are: [CH2:1]([O:3][C:4]([C@@H:6]1[CH2:10][C@H:9]([OH:11])[CH2:8][C@H:7]1[C:12]([N:14]1[CH2:19][CH2:18][O:17][CH2:16][CH2:15]1)=[O:13])=[O:5])[CH3:2].C(N(CC)CC)C.[CH3:27][S:28](Cl)(=[O:30])=[O:29].